From a dataset of Peptide-MHC class II binding affinity with 134,281 pairs from IEDB. Regression. Given a peptide amino acid sequence and an MHC pseudo amino acid sequence, predict their binding affinity value. This is MHC class II binding data. (1) The peptide sequence is RLIHSLSNVKNQSLG. The MHC is H-2-IAb with pseudo-sequence H-2-IAb. The binding affinity (normalized) is 0.166. (2) The peptide sequence is AEGLSGEPKGAAESS. The MHC is DRB1_0405 with pseudo-sequence DRB1_0405. The binding affinity (normalized) is 0.129. (3) The peptide sequence is MKDLDEPGHLAPTGM. The MHC is HLA-DPA10103-DPB10401 with pseudo-sequence HLA-DPA10103-DPB10401. The binding affinity (normalized) is 0. (4) The peptide sequence is ASRELERFALNPGLL. The MHC is DRB1_0301 with pseudo-sequence DRB1_0301. The binding affinity (normalized) is 0.128. (5) The peptide sequence is WSDFGHLCKKHNGVI. The MHC is DRB1_0101 with pseudo-sequence DRB1_0101. The binding affinity (normalized) is 0.282. (6) The binding affinity (normalized) is 0.342. The peptide sequence is HENHGLKTRQEKWMT. The MHC is DRB1_0701 with pseudo-sequence DRB1_0701.